The task is: Predict the product of the given reaction.. This data is from Forward reaction prediction with 1.9M reactions from USPTO patents (1976-2016). (1) Given the reactants [H-].[Na+].[CH:3]1([CH:9]([OH:14])[C:10]([F:13])([F:12])[F:11])[CH2:8][CH2:7][CH2:6][CH2:5][CH2:4]1.[NH2:15][C:16]1[N:21]=[C:20](Cl)[CH:19]=[C:18]([Cl:23])[N:17]=1.O, predict the reaction product. The product is: [Cl:23][C:18]1[CH:19]=[C:20]([O:14][CH:9]([CH:3]2[CH2:4][CH2:5][CH2:6][CH2:7][CH2:8]2)[C:10]([F:12])([F:13])[F:11])[N:21]=[C:16]([NH2:15])[N:17]=1. (2) Given the reactants [H-].[Na+].[F:3][C:4]1[CH:27]=[CH:26][CH:25]=[C:24]([F:28])[C:5]=1[C:6]([NH:8][C:9]([NH:11][C:12]1[CH:17]=[CH:16][C:15]([S:18][C:19]([F:22])([F:21])[F:20])=[CH:14][C:13]=1[F:23])=[O:10])=[O:7].Cl[CH2:30][N:31]([CH2:36]Cl)[S:32]([CH3:35])(=[O:34])=[O:33].[Cl-].[NH4+], predict the reaction product. The product is: [F:3][C:4]1[CH:27]=[CH:26][CH:25]=[C:24]([F:28])[C:5]=1[C:6]([N:8]1[CH2:36][N:31]([S:32]([CH3:35])(=[O:34])=[O:33])[CH2:30][N:11]([C:12]2[CH:17]=[CH:16][C:15]([S:18][C:19]([F:21])([F:20])[F:22])=[CH:14][C:13]=2[F:23])[C:9]1=[O:10])=[O:7]. (3) Given the reactants [C:1]1([N:7]2[C:19]3[CH:18]=[CH:17][C:16](B(O)O)=[CH:15][C:14]=3[C:13]3[C:8]2=[CH:9][CH:10]=[CH:11][CH:12]=3)[CH:6]=[CH:5][CH:4]=[CH:3][CH:2]=1.Br[C:24]1[CH:37]=[CH:36][C:27]2[O:28][C:29]3[CH:34]=[CH:33][C:32]([Br:35])=[CH:31][C:30]=3[C:26]=2[CH:25]=1.C(=O)([O-])[O-].[K+].[K+].O1CCOCC1, predict the reaction product. The product is: [Br:35][C:32]1[CH:33]=[CH:34][C:29]2[O:28][C:27]3[CH:36]=[CH:37][C:24]([C:16]4[CH:17]=[CH:18][C:19]5[N:7]([C:1]6[CH:6]=[CH:5][CH:4]=[CH:3][CH:2]=6)[C:8]6[C:13]([C:14]=5[CH:15]=4)=[CH:12][CH:11]=[CH:10][CH:9]=6)=[CH:25][C:26]=3[C:30]=2[CH:31]=1. (4) Given the reactants [H-].[Al+3].[Li+].[H-].[H-].[H-].C[O:8][C:9](=O)[CH2:10][CH2:11][C@H:12]1[CH2:17][CH2:16][CH2:15][N:14]([C:18]([O:20][C:21]([CH3:24])([CH3:23])[CH3:22])=[O:19])[CH2:13]1.O.[OH-].[Na+], predict the reaction product. The product is: [OH:8][CH2:9][CH2:10][CH2:11][C@H:12]1[CH2:17][CH2:16][CH2:15][N:14]([C:18]([O:20][C:21]([CH3:24])([CH3:23])[CH3:22])=[O:19])[CH2:13]1. (5) The product is: [C:37]([C@:21]12[CH2:33][CH2:32][C@@H:31]([C:34]([CH3:36])=[CH2:35])[C@@H:22]1[C@@H:23]1[C@@:18]([CH3:40])([CH2:19][CH2:20]2)[C@@:17]2([CH3:41])[C@@H:26]([C@:27]3([CH3:30])[C@@H:14]([CH2:15][CH2:16]2)[C:13]([CH3:42])([CH3:43])[C:12]([C:47]2[S:51][C:50]([C:52]([OH:54])=[O:53])=[CH:49][CH:48]=2)=[CH:29][CH2:28]3)[CH2:25][CH2:24]1)([OH:39])=[O:38]. Given the reactants C(CCC1C=CC([C:12]2[C:13]([CH3:43])([CH3:42])[C@H:14]3[C@:27]([CH3:30])([CH2:28][CH:29]=2)[C@@H:26]2[C@:17]([CH3:41])([C@@:18]4([CH3:40])[C@H:23]([CH2:24][CH2:25]2)[C@H:22]2[C@H:31]([C:34]([CH3:36])=[CH2:35])[CH2:32][CH2:33][C@:21]2([C:37]([OH:39])=[O:38])[CH2:20][CH2:19]4)[CH2:16][CH2:15]3)=CC=1)(O)=O.B([C:47]1[S:51][C:50]([C:52]([OH:54])=[O:53])=[CH:49][CH:48]=1)(O)O.B(O)O, predict the reaction product. (6) Given the reactants [F:1][C:2]([F:16])([F:15])[C:3]1[CH:8]=[CH:7][C:6]([CH:9]2[CH2:13][CH2:12][NH:11][C:10]2=[O:14])=[CH:5][CH:4]=1.CC(C)([O-])C.[K+].Br[CH2:24][C:25]([O:27]CC)=[O:26].[OH-].[Li+], predict the reaction product. The product is: [O:14]=[C:10]1[CH:9]([C:6]2[CH:5]=[CH:4][C:3]([C:2]([F:1])([F:15])[F:16])=[CH:8][CH:7]=2)[CH2:13][CH2:12][N:11]1[CH2:24][C:25]([OH:27])=[O:26]. (7) Given the reactants [O:1]1[CH2:6][CH2:5][CH2:4][CH2:3][CH:2]1[O:7][CH2:8][CH2:9][O:10][CH:11]1[CH2:14][N:13]([C:15]2[CH:20]=[CH:19][C:18]([NH2:21])=[CH:17][CH:16]=2)[CH2:12]1.[CH3:22][C:23]1([C:28]2[CH:38]=[CH:37][C:31]([C:32]([O:34][CH2:35][CH3:36])=[O:33])=[CH:30][C:29]=2OS(C(F)(F)F)(=O)=O)[O:27][CH2:26][CH2:25][O:24]1.C1(P(C2C=CC=CC=2)C2C=CC3C(=CC=CC=3)C=2C2C3C(=CC=CC=3)C=CC=2P(C2C=CC=CC=2)C2C=CC=CC=2)C=CC=CC=1.C(=O)([O-])[O-].[Cs+].[Cs+], predict the reaction product. The product is: [CH3:22][C:23]1([C:28]2[CH:38]=[CH:37][C:31]([C:32]([O:34][CH2:35][CH3:36])=[O:33])=[CH:30][C:29]=2[NH:21][C:18]2[CH:17]=[CH:16][C:15]([N:13]3[CH2:14][CH:11]([O:10][CH2:9][CH2:8][O:7][CH:2]4[CH2:3][CH2:4][CH2:5][CH2:6][O:1]4)[CH2:12]3)=[CH:20][CH:19]=2)[O:24][CH2:25][CH2:26][O:27]1. (8) The product is: [CH:63]([C:65]1[CH:73]=[C:72]([CH:71]=[CH:67][CH:66]=1)[C:7]([N:4]1[CH2:5][CH2:6][NH:1][CH:2]([C:14]([OH:16])=[O:15])[CH2:3]1)=[O:9])=[O:64]. Given the reactants [N:1]1(C(OC(C)(C)C)=O)[CH2:6][CH2:5][N:4]([C:7]([O:9]C(C)(C)C)=O)[CH2:3][CH:2]1[C:14]([O:16]C)=[O:15].C(O)(C(F)(F)F)=O.CN(C(ON1N=NC2C=CC=NC1=2)=[N+](C)C)C.F[P-](F)(F)(F)(F)F.CN1CCOCC1.[CH:63]([C:65]1[CH:66]=[C:67]([CH:71]=[CH:72][CH:73]=1)C(O)=O)=[O:64].[OH-].[Na+], predict the reaction product.